Task: Predict the reaction yield, written as a fraction of the theoretical maximum amount of product (1.0 means a 100% yield; for example, 0.34 means a 34% yield).. Dataset: Reaction yield outcomes from USPTO patents with 853,638 reactions (1) The reactants are [C:1]([C:4]1[CH:11]=[CH:10][C:7]([CH:8]=[O:9])=[CH:6][CH:5]=1)(O)=[O:2].O.[NH2:13][C:14]1[NH:18][N:17]=[N:16][N:15]=1. The catalyst is CN(C=O)C. The product is [CH:8]([C:7]1[CH:10]=[CH:11][C:4]([C:1]([NH:13][C:14]2[N:15]=[N:16][NH:17][N:18]=2)=[O:2])=[CH:5][CH:6]=1)=[O:9]. The yield is 0.800. (2) The reactants are O.[OH-].[Li+].C([O:6][C:7]([C:9]1[N:10]=[C:11]([CH:14]([NH:16][C:17](=[O:23])[O:18][C:19]([CH3:22])([CH3:21])[CH3:20])[CH3:15])[S:12][CH:13]=1)=[O:8])C. The catalyst is C1COCC1.O. The product is [C:7]([C:9]1[N:10]=[C:11]([CH:14]([NH:16][C:17](=[O:23])[O:18][C:19]([CH3:22])([CH3:21])[CH3:20])[CH3:15])[S:12][CH:13]=1)([OH:8])=[O:6]. The yield is 0.640. (3) The reactants are [Br:1][C:2]1[CH:3]=[CH:4][C:5]([C:8](/[N:10]=[CH:11]/[N:12](C)C)=O)=[N:6][CH:7]=1.[NH2:15]N. No catalyst specified. The product is [Br:1][C:2]1[CH:3]=[CH:4][C:5]([C:8]2[N:10]=[CH:11][NH:12][N:15]=2)=[N:6][CH:7]=1. The yield is 0.830. (4) The reactants are [Br:1][C:2]1[C:10]2[C:5](=[CH:6][C:7]([N+:11]([O-:13])=[O:12])=[CH:8][CH:9]=2)[NH:4][N:3]=1.C(=O)([O-])[O-].[K+].[K+].Cl[CH2:21][CH2:22][N:23]1[CH2:27][CH2:26][CH2:25][CH2:24]1. The catalyst is CN(C=O)C. The product is [Br:1][C:2]1[C:10]2[C:5](=[CH:6][C:7]([N+:11]([O-:13])=[O:12])=[CH:8][CH:9]=2)[N:4]([CH2:21][CH2:22][N:23]2[CH2:27][CH2:26][CH2:25][CH2:24]2)[N:3]=1. The yield is 0.640. (5) The catalyst is C(OCC)(=O)C.C([O-])(=O)C.[Cu+2].C([O-])(=O)C.ClCCl. The product is [CH2:1]([C:5]1[N:6]=[C:7]([CH2:27][CH3:28])[N:8]([C:36]2[CH:35]=[CH:34][C:33]3[O:29][CH2:30][CH2:31][C:32]=3[CH:37]=2)[C:9](=[O:26])[C:10]=1[CH2:11][C:12]1[CH:17]=[CH:16][C:15]([C:18]2[C:19]([C:24]#[N:25])=[CH:20][CH:21]=[CH:22][CH:23]=2)=[CH:14][CH:13]=1)[CH2:2][CH2:3][CH3:4]. The yield is 0.820. The reactants are [CH2:1]([C:5]1[N:6]=[C:7]([CH2:27][CH3:28])[NH:8][C:9](=[O:26])[C:10]=1[CH2:11][C:12]1[CH:17]=[CH:16][C:15]([C:18]2[C:19]([C:24]#[N:25])=[CH:20][CH:21]=[CH:22][CH:23]=2)=[CH:14][CH:13]=1)[CH2:2][CH2:3][CH3:4].[O:29]1[C:33]2[CH:34]=[CH:35][C:36](B(O)O)=[CH:37][C:32]=2[CH2:31][CH2:30]1.N1C=CC=CC=1.C(N(CC)CC)C.